This data is from Forward reaction prediction with 1.9M reactions from USPTO patents (1976-2016). The task is: Predict the product of the given reaction. (1) Given the reactants [Br:1][C:2]1[C:7]([CH3:8])=[CH:6][C:5]([NH2:9])=[C:4]([F:10])[CH:3]=1.[CH2:11](Br)[C:12]1[CH:17]=[CH:16][CH:15]=[CH:14][CH:13]=1.C(=O)([O-])[O-].[K+].[K+], predict the reaction product. The product is: [CH2:11]([N:9]([CH2:8][C:7]1[CH:2]=[CH:3][CH:4]=[CH:5][CH:6]=1)[C:5]1[CH:6]=[C:7]([CH3:8])[C:2]([Br:1])=[CH:3][C:4]=1[F:10])[C:12]1[CH:17]=[CH:16][CH:15]=[CH:14][CH:13]=1. (2) Given the reactants [C:1]([NH2:5])([CH3:4])([CH3:3])[CH3:2].[CH:6]([C:8]1[CH:9]=[C:10]2[C:15](=[CH:16][CH:17]=1)[CH2:14][CH:13]([NH:18]C(=O)OC(C)(C)C)[CH2:12][CH2:11]2)=O.[BH3-]C#N.[Na+], predict the reaction product. The product is: [C:1]([NH:5][CH2:6][C:8]1[CH:9]=[C:10]2[C:15](=[CH:16][CH:17]=1)[CH2:14][CH:13]([NH2:18])[CH2:12][CH2:11]2)([CH3:4])([CH3:3])[CH3:2]. (3) The product is: [CH3:7][C:8]1[C:16]2[C:11](=[CH:12][CH:13]=[CH:14][CH:15]=2)[NH:10][CH:9]=1.[CH3:7][C:8]1[C:16]2[C:11](=[CH:12][CH:13]=[CH:14][CH:15]=2)[N:10]([N:26]=[CH:27][CH2:28][CH3:29])[CH:9]=1. Given the reactants CC([O-])(C)C.[K+].[CH3:7][C:8]1[C:16]2[C:11](=[CH:12][CH:13]=[CH:14][CH:15]=2)[NH:10][CH:9]=1.C(O)(=O)C.C(=O)CC.C[N:26]1C(=O)[CH2:29][CH2:28][CH2:27]1, predict the reaction product. (4) Given the reactants C[O:2][C:3](=[O:27])[C@@H:4]([N:12]1[CH2:16][C:15]([O:17][C:18]2[CH:23]=[CH:22][CH:21]=[C:20]([CH3:24])[C:19]=2[CH3:25])=[CH:14][C:13]1=[O:26])[CH2:5][CH:6]1[CH2:11][CH2:10][CH2:9][CH2:8][CH2:7]1.[OH-].[Li+], predict the reaction product. The product is: [CH:6]1([CH2:5][C@H:4]([N:12]2[CH2:16][C:15]([O:17][C:18]3[CH:23]=[CH:22][CH:21]=[C:20]([CH3:24])[C:19]=3[CH3:25])=[CH:14][C:13]2=[O:26])[C:3]([OH:27])=[O:2])[CH2:11][CH2:10][CH2:9][CH2:8][CH2:7]1. (5) The product is: [ClH:1].[CH2:2]([CH:6]1[N:18]2[C:9](=[N:10][C:11]3[C:16]([C:17]2=[O:19])=[CH:15][CH:14]=[CH:13][CH:12]=3)[N:8]([CH2:20][C:21]2[CH:26]=[CH:25][C:24]([N:27]3[CH2:32][CH2:31][NH:30][CH2:29][CH2:28]3)=[CH:23][CH:22]=2)[C:7]1=[O:40])[CH:3]([CH3:5])[CH3:4]. Given the reactants [ClH:1].[CH2:2]([CH:6]1[N:18]2[C:9](=[N:10][C:11]3[C:16]([C:17]2=[O:19])=[CH:15][CH:14]=[CH:13][CH:12]=3)[N:8]([CH2:20][C:21]2[CH:26]=[CH:25][C:24]([N:27]3[CH2:32][CH2:31][N:30](C(OC(C)(C)C)=O)[CH2:29][CH2:28]3)=[CH:23][CH:22]=2)[C:7]1=[O:40])[CH:3]([CH3:5])[CH3:4], predict the reaction product. (6) Given the reactants [C:1]([C@H:5]1[CH2:10][CH2:9][C@H:8]([O:11][C:12]2[CH:21]=[CH:20][C:19]3[C:14](=[CH:15][CH:16]=[C:17]([CH:22]([N+:24]([O-:26])=[O:25])[CH3:23])[CH:18]=3)[CH:13]=2)[CH2:7][CH2:6]1)([CH3:4])([CH3:3])[CH3:2].BrC1C=C2C(=CC=1)C([C:38]([F:41])([F:40])[F:39])=C(O[C@H]1CC[C@H](C(C)(C)C)CC1)C=C2, predict the reaction product. The product is: [C:1]([C@H:5]1[CH2:10][CH2:9][C@H:8]([O:11][C:12]2[CH:21]=[CH:20][C:19]3[C:14](=[CH:15][CH:16]=[C:17]([CH:22]([N+:24]([O-:26])=[O:25])[CH3:23])[CH:18]=3)[C:13]=2[C:38]([F:41])([F:40])[F:39])[CH2:7][CH2:6]1)([CH3:2])([CH3:3])[CH3:4]. (7) Given the reactants [NH2:1][C:2]1[CH:7]=[CH:6][C:5]([SH:8])=[CH:4][CH:3]=1.Br[C:10]1[CH:15]=[CH:14][C:13]([CH3:16])=[CH:12][N:11]=1.CCN(C(C)C)C(C)C.C1(P(C2C=CC=CC=2)C2C3OC4C(=CC=CC=4P(C4C=CC=CC=4)C4C=CC=CC=4)C(C)(C)C=3C=CC=2)C=CC=CC=1, predict the reaction product. The product is: [CH3:16][C:13]1[CH:14]=[CH:15][C:10]([S:8][C:5]2[CH:6]=[CH:7][C:2]([NH2:1])=[CH:3][CH:4]=2)=[N:11][CH:12]=1. (8) Given the reactants [CH2:1]([O:8][C:9]1[CH:14]=[CH:13][C:12]([CH2:15][C@H:16]([NH:20][C:21]([O:23][C:24]([CH3:27])([CH3:26])[CH3:25])=[O:22])[C:17](O)=[O:18])=[CH:11][CH:10]=1)[C:2]1[CH:7]=[CH:6][CH:5]=[CH:4][CH:3]=1.O.O[N:30]1C2C=CC=CC=2N=N1.Cl.C(N=C=NCCCN(C)C)C.N, predict the reaction product. The product is: [CH2:1]([O:8][C:9]1[CH:14]=[CH:13][C:12]([CH2:15][C@H:16]([NH:20][C:21](=[O:22])[O:23][C:24]([CH3:27])([CH3:26])[CH3:25])[C:17](=[O:18])[NH2:30])=[CH:11][CH:10]=1)[C:2]1[CH:7]=[CH:6][CH:5]=[CH:4][CH:3]=1. (9) The product is: [CH2:1]([O:8][C:9]1[C:17]([O:18][CH2:19][C:20]2[CH:25]=[CH:24][CH:23]=[CH:22][CH:21]=2)=[CH:16][CH:15]=[CH:14][C:10]=1[C:11](=[S:35])[NH2:13])[C:2]1[CH:7]=[CH:6][CH:5]=[CH:4][CH:3]=1. Given the reactants [CH2:1]([O:8][C:9]1[C:17]([O:18][CH2:19][C:20]2[CH:25]=[CH:24][CH:23]=[CH:22][CH:21]=2)=[CH:16][CH:15]=[CH:14][C:10]=1[C:11]([NH2:13])=O)[C:2]1[CH:7]=[CH:6][CH:5]=[CH:4][CH:3]=1.COC1C=CC(P2(SP(C3C=CC(OC)=CC=3)(=S)S2)=[S:35])=CC=1, predict the reaction product.